From a dataset of NCI-60 drug combinations with 297,098 pairs across 59 cell lines. Regression. Given two drug SMILES strings and cell line genomic features, predict the synergy score measuring deviation from expected non-interaction effect. (1) Drug 1: C1=CC(=CC=C1C#N)C(C2=CC=C(C=C2)C#N)N3C=NC=N3. Drug 2: CCC1(C2=C(COC1=O)C(=O)N3CC4=CC5=C(C=CC(=C5CN(C)C)O)N=C4C3=C2)O.Cl. Cell line: HCC-2998. Synergy scores: CSS=9.82, Synergy_ZIP=-4.70, Synergy_Bliss=-6.03, Synergy_Loewe=-6.66, Synergy_HSA=-3.04. (2) Drug 1: C1C(C(OC1N2C=C(C(=O)NC2=O)F)CO)O. Drug 2: C1=NC(=NC(=O)N1C2C(C(C(O2)CO)O)O)N. Cell line: NCI-H322M. Synergy scores: CSS=3.03, Synergy_ZIP=-1.75, Synergy_Bliss=7.24, Synergy_Loewe=-6.48, Synergy_HSA=-4.15. (3) Drug 1: CC12CCC3C(C1CCC2=O)CC(=C)C4=CC(=O)C=CC34C. Drug 2: C1=CC=C(C=C1)NC(=O)CCCCCCC(=O)NO. Cell line: A498. Synergy scores: CSS=52.2, Synergy_ZIP=-0.109, Synergy_Bliss=0.0118, Synergy_Loewe=-3.45, Synergy_HSA=-0.0911. (4) Drug 1: C1CCN(CC1)CCOC2=CC=C(C=C2)C(=O)C3=C(SC4=C3C=CC(=C4)O)C5=CC=C(C=C5)O. Drug 2: C1=CC(=CC=C1CCC2=CNC3=C2C(=O)NC(=N3)N)C(=O)NC(CCC(=O)O)C(=O)O. Cell line: 786-0. Synergy scores: CSS=17.4, Synergy_ZIP=-1.66, Synergy_Bliss=-2.35, Synergy_Loewe=-2.88, Synergy_HSA=-0.835. (5) Synergy scores: CSS=1.56, Synergy_ZIP=7.13, Synergy_Bliss=13.3, Synergy_Loewe=3.91, Synergy_HSA=4.26. Drug 2: C1CN(P(=O)(OC1)NCCCl)CCCl. Cell line: M14. Drug 1: C1=NNC2=C1C(=O)NC=N2.